This data is from Reaction yield outcomes from USPTO patents with 853,638 reactions. The task is: Predict the reaction yield, written as a fraction of the theoretical maximum amount of product (1.0 means a 100% yield; for example, 0.34 means a 34% yield). The reactants are I[C:2]1[CH:7]=[CH:6][N:5]=[C:4]([N:8]2[C:16]3[CH2:15][CH:14]4[CH2:17][CH:12]([CH2:13]4)[C:11]=3[C:10]([C:18]([NH2:20])=[O:19])=[N:9]2)[CH:3]=1.[C:21]([C@:23]1([OH:30])[CH2:27][CH2:26][N:25]([CH3:28])[C:24]1=[O:29])#[CH:22]. No catalyst specified. The product is [OH:30][C@@:23]1([C:21]#[C:22][C:2]2[CH:7]=[CH:6][N:5]=[C:4]([N:8]3[C:16]4[CH2:15][CH:14]5[CH2:17][CH:12]([CH2:13]5)[C:11]=4[C:10]([C:18]([NH2:20])=[O:19])=[N:9]3)[CH:3]=2)[CH2:27][CH2:26][N:25]([CH3:28])[C:24]1=[O:29]. The yield is 0.580.